Dataset: Full USPTO retrosynthesis dataset with 1.9M reactions from patents (1976-2016). Task: Predict the reactants needed to synthesize the given product. (1) Given the product [Cl:1][C:2]1[CH:7]=[C:6]([C:8]#[C:9][C:10]2[CH:11]=[CH:12][CH:13]=[CH:14][CH:15]=2)[CH:5]=[CH:4][C:3]=1[N:16]1[C:25](=[O:26])[C:24]2[C:19](=[CH:20][CH:21]=[CH:22][CH:23]=2)[N:18]([CH3:28])[C:17]1=[O:27], predict the reactants needed to synthesize it. The reactants are: [Cl:1][C:2]1[CH:7]=[C:6]([C:8]#[C:9][C:10]2[CH:15]=[CH:14][CH:13]=[CH:12][CH:11]=2)[CH:5]=[CH:4][C:3]=1[N:16]1[C:25](=[O:26])[C:24]2[C:19](=[CH:20][CH:21]=[CH:22][CH:23]=2)[NH:18][C:17]1=[O:27].[C:28](=O)([O-])[O-].[K+].[K+].IC. (2) The reactants are: C(OC(=O)[NH:7][C@H:8]([CH:13]([C:15]1[CH:20]=[CH:19][CH:18]=[C:17]([F:21])[CH:16]=1)[OH:14])[CH2:9][CH:10]([CH3:12])[CH3:11])(C)(C)C.[ClH:23]. Given the product [ClH:23].[NH2:7][C@@H:8]([CH2:9][CH:10]([CH3:12])[CH3:11])[CH:13]([C:15]1[CH:20]=[CH:19][CH:18]=[C:17]([F:21])[CH:16]=1)[OH:14], predict the reactants needed to synthesize it. (3) Given the product [NH2:1][CH:4]([C:6]1[N:11]([CH2:12][C:13]2[CH:18]=[CH:17][CH:16]=[C:15]([Cl:19])[C:14]=2[CH3:20])[C:10]2[N:21]=[C:22]([N:24]3[CH2:29][CH2:28][O:27][CH2:26][CH2:25]3)[S:23][C:9]=2[C:8](=[O:30])[N:7]=1)[CH3:5], predict the reactants needed to synthesize it. The reactants are: [N:1]([CH:4]([C:6]1[N:11]([CH2:12][C:13]2[CH:18]=[CH:17][CH:16]=[C:15]([Cl:19])[C:14]=2[CH3:20])[C:10]2[N:21]=[C:22]([N:24]3[CH2:29][CH2:28][O:27][CH2:26][CH2:25]3)[S:23][C:9]=2[C:8](=[O:30])[N:7]=1)[CH3:5])=[N+]=[N-].C1(P(C2C=CC=CC=2)C2C=CC=CC=2)C=CC=CC=1. (4) Given the product [Br-:10].[Cl:20][C:17]1[CH:18]=[CH:19][C:14]([C:12](=[O:13])[CH2:11][N+:7]2[CH:8]=[CH:9][C:4]([CH:1]([CH3:3])[CH3:2])=[CH:5][CH:6]=2)=[CH:15][CH:16]=1, predict the reactants needed to synthesize it. The reactants are: [CH:1]([C:4]1[CH:9]=[CH:8][N:7]=[CH:6][CH:5]=1)([CH3:3])[CH3:2].[Br:10][CH2:11][C:12]([C:14]1[CH:19]=[CH:18][C:17]([Cl:20])=[CH:16][CH:15]=1)=[O:13]. (5) The reactants are: S([N:11]1[CH2:16][CH2:15][N:14]([CH2:17][C:18]([F:21])([F:20])[F:19])[CH2:13][CH2:12]1)(C1C=CC(C)=CC=1)(=O)=O.[BrH:22].C(O)(=O)C.Br. Given the product [BrH:22].[BrH:22].[F:21][C:18]([F:19])([F:20])[CH2:17][N:14]1[CH2:13][CH2:12][NH:11][CH2:16][CH2:15]1, predict the reactants needed to synthesize it.